From a dataset of Reaction yield outcomes from USPTO patents with 853,638 reactions. Predict the reaction yield, written as a fraction of the theoretical maximum amount of product (1.0 means a 100% yield; for example, 0.34 means a 34% yield). (1) The reactants are [N+:1]([C:4]1[CH:5]=[C:6]([NH2:11])[C:7]([NH2:10])=[CH:8][CH:9]=1)([O-:3])=[O:2].[CH2:12]([O:14][C:15]1[CH:20]=[CH:19][C:18]([CH2:21][C:22](O)=[O:23])=[CH:17][CH:16]=1)[CH3:13].C(OC1C=CC2C(=CC=CC=2)N1C(OCC)=O)C. The catalyst is CN(C)C=O. The product is [NH2:10][C:7]1[CH:8]=[CH:9][C:4]([N+:1]([O-:3])=[O:2])=[CH:5][C:6]=1[NH:11][C:22](=[O:23])[CH2:21][C:18]1[CH:19]=[CH:20][C:15]([O:14][CH2:12][CH3:13])=[CH:16][CH:17]=1. The yield is 0.675. (2) The product is [CH:1]([O:4][C:11]([C:10]1[CH:9]=[C:8]([CH3:14])[O:7][C:6]=1[CH3:5])=[O:12])([CH3:3])[CH3:2]. The catalyst is C(Cl)Cl. The reactants are [CH:1]([OH:4])([CH3:3])[CH3:2].[CH3:5][C:6]1[O:7][C:8]([CH3:14])=[CH:9][C:10]=1[C:11](Cl)=[O:12]. The yield is 0.960.